Dataset: Full USPTO retrosynthesis dataset with 1.9M reactions from patents (1976-2016). Task: Predict the reactants needed to synthesize the given product. (1) Given the product [NH2:1][C:2]1[C:3]([CH2:15][CH3:16])=[CH:4][C:5]2[O:10][CH2:9][C:8](=[O:11])[N:7]([CH3:12])[C:6]=2[CH:13]=1, predict the reactants needed to synthesize it. The reactants are: [NH2:1][C:2]1[C:3](Br)=[CH:4][C:5]2[O:10][CH2:9][C:8](=[O:11])[N:7]([CH3:12])[C:6]=2[CH:13]=1.[CH2:15](B(CC)CC)[CH3:16].C(Cl)Cl.C([O-])([O-])=O.[Cs+].[Cs+]. (2) Given the product [NH:13]1[C:17]2[CH:18]=[CH:19][CH:20]=[CH:21][C:16]=2[N:15]=[C:14]1[C:10]([NH:11][C:12]([NH:35][C@H:36]1[CH2:41][CH2:40][C@H:39]([OH:42])[CH2:38][CH2:37]1)=[O:22])([CH3:23])[CH2:9][C:8]1[CH:24]=[CH:25][C:5]([O:4][CH3:3])=[CH:6][CH:7]=1, predict the reactants needed to synthesize it. The reactants are: N#N.[CH3:3][O:4][C:5]1[CH:25]=[CH:24][C:8]([CH2:9][C:10]2([CH3:23])[C:14]3=[N:15][C:16]4[CH:21]=[CH:20][CH:19]=[CH:18][C:17]=4[N:13]3[C:12](=[O:22])[NH:11]2)=[CH:7][CH:6]=1.CCN(C(C)C)C(C)C.[NH2:35][C@H:36]1[CH2:41][CH2:40][C@H:39]([OH:42])[CH2:38][CH2:37]1. (3) Given the product [CH3:16][O:15][C:14]1[C:13]([O:17][CH3:18])=[CH:12][CH:11]=[C:10]([C:19]2[CH:27]=[CH:26][CH:25]=[C:24]3[C:20]=2[CH2:21][CH2:22][C:23]3=[O:28])[C:9]=1[O:8][CH2:7][C:3]1([CH2:2][O:1][C:39](=[O:40])[NH:38][CH2:36][CH3:37])[CH2:4][O:5][CH2:6]1, predict the reactants needed to synthesize it. The reactants are: [OH:1][CH2:2][C:3]1([CH2:7][O:8][C:9]2[C:14]([O:15][CH3:16])=[C:13]([O:17][CH3:18])[CH:12]=[CH:11][C:10]=2[C:19]2[CH:27]=[CH:26][CH:25]=[C:24]3[C:20]=2[CH2:21][CH2:22][C:23]3=[O:28])[CH2:6][O:5][CH2:4]1.C(N(CC)CC)C.[CH2:36]([N:38]=[C:39]=[O:40])[CH3:37]. (4) The reactants are: [C:1]([O:5][C:6]([N:8]1[C:16]2[C:11](=[C:12]([CH2:26][CH2:27][C:28]([OH:31])([CH3:30])[CH3:29])[CH:13]=[C:14]([CH2:17][N:18]([CH3:25])[CH:19]([CH3:24])[C:20]([CH3:23])([CH3:22])[CH3:21])[CH:15]=2)[CH:10]=[C:9]1[C:32]1[C:33]2[S:46][C:45]([CH:47]=[O:48])=[CH:44][C:34]=2[N:35]([C:37]([O:39][C:40]([CH3:43])([CH3:42])[CH3:41])=[O:38])[N:36]=1)=[O:7])([CH3:4])([CH3:3])[CH3:2].S([CH2:59][N+:60]#[C-:61])(C1C=CC(C)=CC=1)(=O)=O.C(=O)([O-])[O-].[K+].[K+]. Given the product [C:1]([O:5][C:6]([N:8]1[C:16]2[C:11](=[C:12]([CH2:26][CH2:27][C:28]([OH:31])([CH3:29])[CH3:30])[CH:13]=[C:14]([CH2:17][N:18]([CH3:25])[CH:19]([CH3:24])[C:20]([CH3:21])([CH3:22])[CH3:23])[CH:15]=2)[CH:10]=[C:9]1[C:32]1[C:33]2[S:46][C:45]([C:47]3[O:48][CH:61]=[N:60][CH:59]=3)=[CH:44][C:34]=2[N:35]([C:37]([O:39][C:40]([CH3:43])([CH3:42])[CH3:41])=[O:38])[N:36]=1)=[O:7])([CH3:2])([CH3:3])[CH3:4], predict the reactants needed to synthesize it. (5) Given the product [Cl:2][C:3]1[CH:8]=[CH:7][C:6]([C:9]2([F:1])[CH2:14][CH2:13][NH:12][CH2:11][CH2:10]2)=[CH:5][CH:4]=1, predict the reactants needed to synthesize it. The reactants are: [FH:1].[Cl:2][C:3]1[CH:8]=[CH:7][C:6]([C:9]2(O)[CH2:14][CH2:13][NH:12][CH2:11][CH2:10]2)=[CH:5][CH:4]=1.C(=O)(O)[O-].[Na+]. (6) Given the product [CH2:1]([O:8][CH2:9][O:10][C:11]1[C:19]2[C:14](=[CH:15][N:16]=[CH:17][CH:18]=2)[O:13][C:12]=1[C:28](=[O:34])[CH2:29][CH2:30][CH2:31][O:32][CH3:33])[C:2]1[CH:7]=[CH:6][CH:5]=[CH:4][CH:3]=1, predict the reactants needed to synthesize it. The reactants are: [CH2:1]([O:8][CH2:9][O:10][C:11]1[C:19]2[C:14](=[CH:15][N:16]=[CH:17][CH:18]=2)[O:13][CH:12]=1)[C:2]1[CH:7]=[CH:6][CH:5]=[CH:4][CH:3]=1.[Li]CCCC.CON(C)[C:28](=[O:34])[CH2:29][CH2:30][CH2:31][O:32][CH3:33]. (7) Given the product [NH:35]1[CH:36]=[CH:37][N:38]=[C:34]1[CH2:33][N:19]1[CH2:20][C@@H:21]([C:22]2[CH:23]=[CH:24][CH:25]=[CH:26][CH:27]=2)[C@H:17]([NH:16][C:14]([NH:13][C:12]2[N:8]([C:2]3[CH:7]=[CH:6][CH:5]=[CH:4][CH:3]=3)[N:9]=[C:10]3[CH2:30][CH2:29][CH2:28][C:11]=23)=[O:15])[CH2:18]1, predict the reactants needed to synthesize it. The reactants are: Cl.[C:2]1([N:8]2[C:12]([NH:13][C:14]([NH:16][C@H:17]3[C@H:21]([C:22]4[CH:27]=[CH:26][CH:25]=[CH:24][CH:23]=4)[CH2:20][NH:19][CH2:18]3)=[O:15])=[C:11]3[CH2:28][CH2:29][CH2:30][C:10]3=[N:9]2)[CH:7]=[CH:6][CH:5]=[CH:4][CH:3]=1.Cl.Cl[CH2:33][C:34]1[NH:35][CH:36]=[CH:37][N:38]=1.CCN(C(C)C)C(C)C.